This data is from Full USPTO retrosynthesis dataset with 1.9M reactions from patents (1976-2016). The task is: Predict the reactants needed to synthesize the given product. (1) The reactants are: [Cl:1][C:2]1[CH:3]=[C:4]([CH2:9][S:10](Cl)(=[O:12])=[O:11])[CH:5]=[C:6]([Cl:8])[CH:7]=1.[NH2:14][C:15]1[C:16]([O:26]C)=[N:17][C:18]([S:21]([CH2:24][CH3:25])(=[O:23])=[O:22])=[CH:19][CH:20]=1. Given the product [Cl:1][C:2]1[CH:3]=[C:4]([CH2:9][S:10]([NH:14][C:15]2[C:16]([OH:26])=[N:17][C:18]([S:21]([CH2:24][CH3:25])(=[O:23])=[O:22])=[CH:19][CH:20]=2)(=[O:12])=[O:11])[CH:5]=[C:6]([Cl:8])[CH:7]=1, predict the reactants needed to synthesize it. (2) The reactants are: [CH2:1]([O:8][C:9](=[O:28])[N:10]([CH2:21][C:22]1[CH:27]=[CH:26][CH:25]=[CH:24][CH:23]=1)[CH:11]([CH3:20])[CH2:12][C:13]1[CH:18]=[CH:17][C:16](Br)=[CH:15][CH:14]=1)[C:2]1[CH:7]=[CH:6][CH:5]=[CH:4][CH:3]=1.[CH3:29][CH2:30][CH2:31]C(C)C.C(OCC)(=O)C. Given the product [CH2:1]([O:8][C:9](=[O:28])[N:10]([CH2:21][C:22]1[CH:27]=[CH:26][CH:25]=[CH:24][CH:23]=1)[CH:11]([CH3:20])[CH2:12][C:13]1[CH:18]=[CH:17][C:16]([CH2:29][CH2:30][CH3:31])=[CH:15][CH:14]=1)[C:2]1[CH:7]=[CH:6][CH:5]=[CH:4][CH:3]=1, predict the reactants needed to synthesize it. (3) Given the product [CH3:19][O:11][C:10](=[O:12])[C@@H:9]([NH:8][C:6]([O:5][C:1]([CH3:4])([CH3:2])[CH3:3])=[O:7])[CH:13]1[CH2:18][CH2:17][CH2:16][CH2:15][CH2:14]1, predict the reactants needed to synthesize it. The reactants are: [C:1]([O:5][C:6]([NH:8][C@@H:9]([CH:13]1[CH2:18][CH2:17][CH2:16][CH2:15][CH2:14]1)[C:10]([OH:12])=[O:11])=[O:7])([CH3:4])([CH3:3])[CH3:2].[CH3:19][Si](C=[N+]=[N-])(C)C. (4) Given the product [N:16]1([CH2:12][C:11]2[CH:14]=[CH:15][C:8]([C:5](=[O:7])[CH3:6])=[CH:9][CH:10]=2)[CH2:21][CH2:20][O:19][CH2:18][CH2:17]1, predict the reactants needed to synthesize it. The reactants are: [BH3-]C#N.[Na+].[C:5]([C:8]1[CH:15]=[CH:14][C:11]([CH:12]=O)=[CH:10][CH:9]=1)(=[O:7])[CH3:6].[NH:16]1[CH2:21][CH2:20][O:19][CH2:18][CH2:17]1.CC(O)=O. (5) Given the product [N:21]1([CH2:2][C:3]([NH:5][C:6]2[CH:11]=[CH:10][C:9]([B:12]3[O:16][C:15]([CH3:18])([CH3:17])[C:14]([CH3:20])([CH3:19])[O:13]3)=[CH:8][CH:7]=2)=[O:4])[CH2:25][CH2:24][CH2:23][CH2:22]1, predict the reactants needed to synthesize it. The reactants are: Cl[CH2:2][C:3]([NH:5][C:6]1[CH:11]=[CH:10][C:9]([B:12]2[O:16][C:15]([CH3:18])([CH3:17])[C:14]([CH3:20])([CH3:19])[O:13]2)=[CH:8][CH:7]=1)=[O:4].[NH:21]1[CH2:25][CH2:24][CH2:23][CH2:22]1.C(N(C(C)C)CC)(C)C. (6) Given the product [CH2:1]([O:8][C:9]([N:11]([CH2:13][C:14]1[CH:19]=[C:18]([N+:20]([O-:22])=[O:21])[CH:17]=[CH:16][C:15]=1[CH:23]([CH2:43][CH:44]([F:46])[F:45])[C:24]([O:26][CH2:27][CH3:28])=[O:25])[CH3:12])=[O:10])[C:2]1[CH:3]=[CH:4][CH:5]=[CH:6][CH:7]=1, predict the reactants needed to synthesize it. The reactants are: [CH2:1]([O:8][C:9]([N:11]([CH2:13][C:14]1[CH:19]=[C:18]([N+:20]([O-:22])=[O:21])[CH:17]=[CH:16][C:15]=1[CH2:23][C:24]([O:26][CH2:27][CH3:28])=[O:25])[CH3:12])=[O:10])[C:2]1[CH:7]=[CH:6][CH:5]=[CH:4][CH:3]=1.[Li+].CC([N-]C(C)C)C.FC(F)(F)S(O[CH2:43][CH:44]([F:46])[F:45])(=O)=O. (7) Given the product [F:22][C:23]1[CH:28]=[CH:27][C:26]([C:2]2[CH:3]=[C:4]3[C:9](=[CH:10][CH:11]=2)[NH:8][CH2:7][CH:6]([NH:12][S:13]([C:16]2[CH:21]=[CH:20][CH:19]=[CH:18][CH:17]=2)(=[O:15])=[O:14])[CH2:5]3)=[CH:25][CH:24]=1, predict the reactants needed to synthesize it. The reactants are: Br[C:2]1[CH:3]=[C:4]2[C:9](=[CH:10][CH:11]=1)[NH:8][CH2:7][CH:6]([NH:12][S:13]([C:16]1[CH:21]=[CH:20][CH:19]=[CH:18][CH:17]=1)(=[O:15])=[O:14])[CH2:5]2.[F:22][C:23]1[CH:28]=[CH:27][C:26](B(O)O)=[CH:25][CH:24]=1.C(N1C2C(=CC(C3C=CC=CC=3)=CC=2)C[C@H](NS(C2C=CC=CC=2)(=O)=O)C1)C1C=CC=CC=1. (8) Given the product [F:1][C:2]1[CH:3]=[CH:4][CH:5]=[C:6]2[C:10]=1[N:9]1[CH2:11][CH:12]([N:15]3[C:19]([CH2:20][C:21]4[CH:26]=[CH:25][C:24]([F:27])=[CH:23][CH:22]=4)=[C:18]([CH3:28])[N:17]=[N:16]3)[CH2:13][CH2:14][C:8]1=[C:7]2[CH2:29][C:30]([OH:32])=[O:31], predict the reactants needed to synthesize it. The reactants are: [F:1][C:2]1[CH:3]=[CH:4][CH:5]=[C:6]2[C:10]=1[N:9]1[CH2:11][CH:12]([N:15]3[C:19]([CH2:20][C:21]4[CH:26]=[CH:25][C:24]([F:27])=[CH:23][CH:22]=4)=[C:18]([CH3:28])[N:17]=[N:16]3)[CH2:13][CH2:14][C:8]1=[C:7]2[CH2:29][C:30]([O:32]CC)=[O:31].[Li+].[OH-]. (9) Given the product [Cl:2][C:3]1[CH:4]=[CH:5][C:6]([S:11]([CH2:14][CH3:15])(=[O:13])=[O:12])=[C:7]([CH2:8][NH:9][C:22](=[O:23])[C:21]2[CH:25]=[C:26]([C:27]([F:28])([F:29])[F:30])[C:18]([CH:16]=[O:17])=[C:19]([CH3:31])[CH:20]=2)[CH:10]=1, predict the reactants needed to synthesize it. The reactants are: Cl.[Cl:2][C:3]1[CH:4]=[CH:5][C:6]([S:11]([CH2:14][CH3:15])(=[O:13])=[O:12])=[C:7]([CH:10]=1)[CH2:8][NH2:9].[CH:16]([C:18]1[C:26]([C:27]([F:30])([F:29])[F:28])=[CH:25][C:21]([C:22](O)=[O:23])=[CH:20][C:19]=1[CH3:31])=[O:17].CC(OC(N1CCN(CC2C=CC(C([O-])=O)=CC=2C(F)(F)F)CC1)=O)(C)C.